Dataset: Forward reaction prediction with 1.9M reactions from USPTO patents (1976-2016). Task: Predict the product of the given reaction. (1) Given the reactants [NH2:1][C:2]1[CH:11]=[CH:10][CH:9]=[C:8]2[C:3]=1[CH:4]=[CH:5][C:6]([OH:12])=[CH:7]2.[C:13]([O-:16])([O-])=O.[K+].[K+].[Cl-].O, predict the reaction product. The product is: [OH:12][C:6]1[CH:7]=[C:8]2[C:3](=[CH:4][CH:5]=1)[C:2]([NH:1][C:13](=[O:16])[C:2]1[CH:11]=[CH:10][CH:9]=[CH:8][CH:3]=1)=[CH:11][CH:10]=[CH:9]2. (2) Given the reactants C[Si]([N-][Si](C)(C)C)(C)C.[Na+].C1COCC1.[OH:16][C@@H:17]([C@H:19]1[CH2:23][N:22]([C@@H:24]([C:26]2[CH:31]=[CH:30][C:29]([O:32][CH3:33])=[CH:28][CH:27]=2)[CH3:25])[C:21](=[O:34])[CH2:20]1)[CH3:18].[Cl:35][C:36]1[N:41]=[C:40](S(C)(=O)=O)[C:39]2[N:46]([CH3:49])[CH:47]=[N:48][C:38]=2[CH:37]=1, predict the reaction product. The product is: [Cl:35][C:36]1[N:41]=[C:40]([O:16][C@@H:17]([C@H:19]2[CH2:23][N:22]([C@@H:24]([C:26]3[CH:27]=[CH:28][C:29]([O:32][CH3:33])=[CH:30][CH:31]=3)[CH3:25])[C:21](=[O:34])[CH2:20]2)[CH3:18])[C:39]2[N:46]([CH3:49])[CH:47]=[N:48][C:38]=2[CH:37]=1. (3) Given the reactants Cl[C:2]([O:4][CH3:5])=[O:3].Cl.[F:7][C:8]1[CH:9]=[CH:10][C:11]([N+:23]([O-:25])=[O:24])=[C:12]([CH:22]=1)[O:13][C@H:14]1[CH2:19][CH2:18][C@H:17]([NH:20][CH3:21])[CH2:16][CH2:15]1.C(N(CC)CC)C, predict the reaction product. The product is: [CH3:5][O:4][C:2](=[O:3])[N:20]([C@H:17]1[CH2:16][CH2:15][C@H:14]([O:13][C:12]2[CH:22]=[C:8]([F:7])[CH:9]=[CH:10][C:11]=2[N+:23]([O-:25])=[O:24])[CH2:19][CH2:18]1)[CH3:21]. (4) Given the reactants [F:1][C:2]1[CH:3]=[C:4]([NH2:9])[C:5]([NH2:8])=[CH:6][CH:7]=1.[F:10][CH:11]([F:15])[C:12](O)=O.O.[OH-].[Na+], predict the reaction product. The product is: [F:10][CH:11]([F:15])[C:12]1[NH:8][C:5]2[CH:6]=[CH:7][C:2]([F:1])=[CH:3][C:4]=2[N:9]=1. (5) Given the reactants [NH2:1][C:2]1[C:11]([C:12]([NH:14][C:15]2[CH:16]=[N:17][CH:18]=[CH:19][C:20]=2[CH:21]2[CH2:26][CH2:25][N:24](C(OC(C)(C)C)=O)[CH2:23][CH2:22]2)=[O:13])=[C:5]2[N:6]=[CH:7][C:8]([F:10])=[CH:9][N:4]2[N:3]=1.C(Cl)Cl.C(O)(C(F)(F)F)=O, predict the reaction product. The product is: [NH2:1][C:2]1[C:11]([C:12]([NH:14][C:15]2[CH:16]=[N:17][CH:18]=[CH:19][C:20]=2[CH:21]2[CH2:26][CH2:25][NH:24][CH2:23][CH2:22]2)=[O:13])=[C:5]2[N:6]=[CH:7][C:8]([F:10])=[CH:9][N:4]2[N:3]=1. (6) Given the reactants [CH3:1][S:2]([C:5]1[CH:10]=[CH:9][CH:8]=[CH:7][CH:6]=1)(=[O:4])=[O:3].C([Li])CCC.CN(C)CCN(C)C.Cl[CH2:25][C:26]1([CH2:30]Cl)[CH2:29][O:28][CH2:27]1, predict the reaction product. The product is: [C:5]1([S:2]([CH:1]2[CH2:30][C:26]3([CH2:29][O:28][CH2:27]3)[CH2:25]2)(=[O:4])=[O:3])[CH:10]=[CH:9][CH:8]=[CH:7][CH:6]=1. (7) Given the reactants Br[C:2]1[CH:7]=[CH:6][CH:5]=[CH:4][N:3]=1.[Li]CCCC.[O:13]=[C:14]1[CH2:19][CH2:18][N:17]([C:20]([O:22][CH2:23][C:24]2[CH:29]=[CH:28][CH:27]=[CH:26][CH:25]=2)=[O:21])[CH2:16][CH2:15]1, predict the reaction product. The product is: [OH:13][C:14]1([C:2]2[CH:7]=[CH:6][CH:5]=[CH:4][N:3]=2)[CH2:15][CH2:16][N:17]([C:20]([O:22][CH2:23][C:24]2[CH:29]=[CH:28][CH:27]=[CH:26][CH:25]=2)=[O:21])[CH2:18][CH2:19]1.